Dataset: Aqueous solubility values for 9,982 compounds from the AqSolDB database. Task: Regression/Classification. Given a drug SMILES string, predict its absorption, distribution, metabolism, or excretion properties. Task type varies by dataset: regression for continuous measurements (e.g., permeability, clearance, half-life) or binary classification for categorical outcomes (e.g., BBB penetration, CYP inhibition). For this dataset (solubility_aqsoldb), we predict Y. (1) The drug is Cc1cccc(C)c1OCC(=O)O. The Y is -2.26 log mol/L. (2) The drug is CC(=O)O[C@@H]1CCCC[C@@H]1C(C)(C)C. The Y is -4.30 log mol/L. (3) The molecule is CC1=CCCN1C. The Y is 0.127 log mol/L. (4) The molecule is CC1(C)CC(=O)CC(C)(C)N1[O]. The Y is 0.103 log mol/L. (5) The molecule is Clc1cc(Oc2c(Cl)ccc(Cl)c2Cl)c(Cl)c(Cl)c1Cl. The Y is -8.89 log mol/L. (6) The drug is CCCCCCCCCCCCCCCCNC(=O)C(C)O. The Y is -3.65 log mol/L.